From a dataset of Rat liver microsome stability data. Regression/Classification. Given a drug SMILES string, predict its absorption, distribution, metabolism, or excretion properties. Task type varies by dataset: regression for continuous measurements (e.g., permeability, clearance, half-life) or binary classification for categorical outcomes (e.g., BBB penetration, CYP inhibition). Dataset: rlm. (1) The drug is C#Cc1ccc(Nc2c(C(=O)NOC[C@H](O)CO)c3c(n2C)C(=O)CCC3)c(F)c1. The result is 0 (unstable in rat liver microsomes). (2) The drug is CCOc1ccc(NC(=O)c2nc(S(=O)(=O)Cc3ccccc3F)ncc2Cl)cc1. The result is 1 (stable in rat liver microsomes).